Dataset: Full USPTO retrosynthesis dataset with 1.9M reactions from patents (1976-2016). Task: Predict the reactants needed to synthesize the given product. Given the product [CH2:3]([O:10][C:11](=[O:30])[NH:12][C:13]1([C:16](=[O:29])[NH:17][C:18]2([C:21]3[CH:26]=[C:25]([CH2:27][N:28]4[CH2:35][CH2:34][CH2:33][CH2:32]4)[CH:24]=[CH:23][N:22]=3)[CH2:19][CH2:20]2)[CH2:14][CH2:15]1)[C:4]1[CH:9]=[CH:8][CH:7]=[CH:6][CH:5]=1, predict the reactants needed to synthesize it. The reactants are: Cl.Cl.[CH2:3]([O:10][C:11](=[O:30])[NH:12][C:13]1([C:16](=[O:29])[NH:17][C:18]2([C:21]3[CH:26]=[C:25]([CH2:27][NH2:28])[CH:24]=[CH:23][N:22]=3)[CH2:20][CH2:19]2)[CH2:15][CH2:14]1)[C:4]1[CH:9]=[CH:8][CH:7]=[CH:6][CH:5]=1.Br[CH2:32][CH2:33][CH2:34][CH2:35]Br.C([O-])([O-])=O.[Na+].[Na+].